Dataset: Forward reaction prediction with 1.9M reactions from USPTO patents (1976-2016). Task: Predict the product of the given reaction. (1) Given the reactants [C:1]1(=[O:8])[NH:7][CH2:6][CH2:5][CH2:4][CH2:3][CH2:2]1.[F:9][C:10]1[CH:15]=[CH:14][C:13](I)=[CH:12][CH:11]=1.N1CCC[C@H]1C(O)=O.C([O-])([O-])=O.[K+].[K+], predict the reaction product. The product is: [F:9][C:10]1[CH:15]=[CH:14][C:13]([N:7]2[CH2:6][CH2:5][CH2:4][CH2:3][CH2:2][C:1]2=[O:8])=[CH:12][CH:11]=1. (2) Given the reactants [F:1][C:2]([F:12])([F:11])[O:3][C:4]1[CH:9]=[CH:8][C:7](Br)=[CH:6][CH:5]=1.C([Li])CCC.[C:18]([O:22][C:23]([N:25]1[CH2:30][CH2:29][C:28](=C=O)[CH2:27][CH2:26]1)=[O:24])([CH3:21])([CH3:20])[CH3:19].[Cl-].[NH4+].[O:35]1CCCC1, predict the reaction product. The product is: [C:18]([O:22][C:23]([N:25]1[CH2:30][CH2:29][C:28]([OH:35])([C:7]2[CH:8]=[CH:9][C:4]([O:3][C:2]([F:12])([F:11])[F:1])=[CH:5][CH:6]=2)[CH2:27][CH2:26]1)=[O:24])([CH3:21])([CH3:20])[CH3:19]. (3) Given the reactants [CH3:1][N:2]1[C:10]2[C:5](=[N:6][C:7]([Cl:12])=[N:8][C:9]=2Cl)[N:4]=[CH:3]1.[CH:13]1([NH2:19])[CH2:18][CH2:17][CH2:16][CH2:15][CH2:14]1, predict the reaction product. The product is: [Cl:12][C:7]1[N:6]=[C:5]2[C:10]([N:2]([CH3:1])[CH:3]=[N:4]2)=[C:9]([NH:19][CH:13]2[CH2:18][CH2:17][CH2:16][CH2:15][CH2:14]2)[N:8]=1. (4) Given the reactants [OH:1][C:2]1[C:11]2[C:6](=[CH:7][CH:8]=[CH:9][CH:10]=2)[N:5]([O:12][CH2:13][CH2:14][CH3:15])[C:4](=[O:16])[C:3]=1[C:17]([O:19]CC)=O.C(N1C2C(=CC=CN=2)C(O)=C(C(OCC)=O)C1=O)C1C=CC=CC=1.[NH2:46][C:47]1[CH:52]=[CH:51][C:50](Br)=[CH:49][C:48]=1[S:54]([NH2:57])(=[O:56])=[O:55], predict the reaction product. The product is: [NH2:57][S:54]([C:48]1[CH:49]=[CH:50][CH:51]=[CH:52][C:47]=1[NH:46][C:17]([C:3]1[C:4](=[O:16])[N:5]([O:12][CH2:13][CH2:14][CH3:15])[C:6]2[C:11]([C:2]=1[OH:1])=[CH:10][CH:9]=[CH:8][CH:7]=2)=[O:19])(=[O:55])=[O:56]. (5) Given the reactants [Br:1][C:2]1[C:13]([CH3:14])=[CH:12][C:5]([O:6][CH2:7][CH2:8][C:9](=[O:11])[CH3:10])=[CH:4][C:3]=1[CH3:15].[BH4-].[Na+], predict the reaction product. The product is: [Br:1][C:2]1[C:13]([CH3:14])=[CH:12][C:5]([O:6][CH2:7][CH2:8][CH:9]([OH:11])[CH3:10])=[CH:4][C:3]=1[CH3:15]. (6) Given the reactants C([O-])(O)=O.[Na+:5].[O-]S([O-])=O.[Na+].[Na+].[CH3:12][S:13]([C:16]1[CH:21]=[CH:20][C:19]([S:22](Cl)(=[O:24])=[O:23])=[CH:18][CH:17]=1)(=[O:15])=[O:14], predict the reaction product. The product is: [CH3:12][S:13]([C:16]1[CH:17]=[CH:18][C:19]([S:22]([O-:24])=[O:23])=[CH:20][CH:21]=1)(=[O:15])=[O:14].[Na+:5]. (7) The product is: [Cl:25][C:26]1[CH:31]=[CH:30][CH:29]=[C:28]([Cl:32])[C:27]=1[CH2:33][S:34]([C:37]1[CH:38]=[C:39]2[C:43](=[CH:44][CH:45]=1)[NH:42][C:41](=[O:46])/[C:40]/2=[CH:15]\[C:12]1[NH:11][C:7]2[CH2:8][CH2:9][CH2:10][N:4]([CH2:3][C@H:2]([OH:1])[CH2:18][N:19]3[CH2:24][CH2:23][O:22][CH2:21][CH2:20]3)[C:5](=[O:17])[C:6]=2[C:13]=1[CH3:14])(=[O:35])=[O:36]. Given the reactants [OH:1][CH:2]([CH2:18][N:19]1[CH2:24][CH2:23][O:22][CH2:21][CH2:20]1)[CH2:3][N:4]1[CH2:10][CH2:9][CH2:8][C:7]2[NH:11][C:12]([CH:15]=O)=[C:13]([CH3:14])[C:6]=2[C:5]1=[O:17].[Cl:25][C:26]1[CH:31]=[CH:30][CH:29]=[C:28]([Cl:32])[C:27]=1[CH2:33][S:34]([C:37]1[CH:38]=[C:39]2[C:43](=[CH:44][CH:45]=1)[NH:42][C:41](=[O:46])[CH2:40]2)(=[O:36])=[O:35].N1CCCCC1, predict the reaction product. (8) The product is: [Br:1][CH2:2][C:3]([NH:5][C:6]1[C:11]([CH:12]([CH3:13])[CH3:14])=[CH:10][CH:9]=[C:8]([N+:18]([O-:20])=[O:19])[C:7]=1[CH:15]([CH3:17])[CH3:16])=[O:4]. Given the reactants [Br:1][CH2:2][C:3]([NH:5][C:6]1[C:11]([CH:12]([CH3:14])[CH3:13])=[CH:10][CH:9]=[CH:8][C:7]=1[CH:15]([CH3:17])[CH3:16])=[O:4].[N+:18]([O-])([OH:20])=[O:19], predict the reaction product. (9) Given the reactants [CH3:1][C:2]1([CH3:5])[CH2:4][O:3]1.[Br:6][C:7]1[CH:8]=[C:9]([NH2:16])[CH:10]=[C:11]2[C:15]=1[NH:14][N:13]=[CH:12]2.[Cl-].[Sm+3].[Cl-].[Cl-], predict the reaction product. The product is: [Br:6][C:7]1[CH:8]=[C:9]([NH:16][C:2]([CH3:5])([CH3:1])[CH2:4][OH:3])[CH:10]=[C:11]2[C:15]=1[NH:14][N:13]=[CH:12]2.